Regression/Classification. Given a drug SMILES string, predict its absorption, distribution, metabolism, or excretion properties. Task type varies by dataset: regression for continuous measurements (e.g., permeability, clearance, half-life) or binary classification for categorical outcomes (e.g., BBB penetration, CYP inhibition). For this dataset (lipophilicity_astrazeneca), we predict Y. From a dataset of Experimental lipophilicity measurements (octanol/water distribution) for 4,200 compounds from AstraZeneca. (1) The molecule is N#Cc1cnn2c(N)cc(-c3cccs3)nc12. The Y is 2.30 logD. (2) The compound is Cc1ccccc1-n1c(Cn2cnc3c(N)ncnc32)nc2cccc(C)c2c1=O. The Y is 2.60 logD. (3) The compound is OCCN1CCN(CCCN2c3ccccc3Sc3ccc(Cl)cc32)CC1. The Y is 3.60 logD.